From a dataset of Reaction yield outcomes from USPTO patents with 853,638 reactions. Predict the reaction yield, written as a fraction of the theoretical maximum amount of product (1.0 means a 100% yield; for example, 0.34 means a 34% yield). The reactants are [NH2:1][CH2:2][C@@:3]1([OH:11])[CH:8]2[CH2:9][CH2:10][N:5]([CH2:6][CH2:7]2)[CH2:4]1.Cl.CCN(C(C)C)C(C)C.C([O-])([O-])=O.[Cs+].[Cs+].[Cl:28][C:29]1[CH:30]=[CH:31][C:32]2[O:36][C:35]([N:37]=[C:38](SC)SC)=[N:34][C:33]=2[CH:43]=1. The catalyst is CN(C=O)C. The product is [Cl:28][C:29]1[CH:30]=[CH:31][C:32]2[O:36][C:35]([NH:37][C:38]3[O:11][C@:3]4([CH2:2][N:1]=3)[CH:8]3[CH2:7][CH2:6][N:5]([CH2:10][CH2:9]3)[CH2:4]4)=[N:34][C:33]=2[CH:43]=1. The yield is 0.530.